From a dataset of Full USPTO retrosynthesis dataset with 1.9M reactions from patents (1976-2016). Predict the reactants needed to synthesize the given product. (1) Given the product [C@H:21]1([NH:30][C:31]2[CH:40]=[CH:39][C:38]3[C:33](=[CH:34][CH:35]=[C:36]([NH:41][C:1]([N:15]4[CH2:14][C@H:13]5[O:20][C@H:17]([CH2:18][CH2:19]5)[CH2:16]4)=[O:12])[CH:37]=3)[N:32]=2)[C:29]2[C:24](=[CH:25][CH:26]=[CH:27][CH:28]=2)[CH2:23][CH2:22]1, predict the reactants needed to synthesize it. The reactants are: [C:1](=[O:12])(OC(Cl)(Cl)Cl)OC(Cl)(Cl)Cl.[CH:13]12[O:20][CH:17]([CH2:18][CH2:19]1)[CH2:16][NH:15][CH2:14]2.[C@H:21]1([NH:30][C:31]2[CH:40]=[CH:39][C:38]3[C:33](=[CH:34][CH:35]=[C:36]([NH2:41])[CH:37]=3)[N:32]=2)[C:29]2[C:24](=[CH:25][CH:26]=[CH:27][CH:28]=2)[CH2:23][CH2:22]1. (2) Given the product [I:1][C:2]1[CH:8]=[CH:7][CH:6]=[CH:5][C:3]=1[NH:4][C:10](=[O:11])[O:12][CH2:13][C:14]1[CH:19]=[CH:18][CH:17]=[CH:16][CH:15]=1, predict the reactants needed to synthesize it. The reactants are: [I:1][C:2]1[CH:8]=[CH:7][CH:6]=[CH:5][C:3]=1[NH2:4].Cl[C:10]([O:12][CH2:13][C:14]1[CH:19]=[CH:18][CH:17]=[CH:16][CH:15]=1)=[O:11].